From a dataset of Full USPTO retrosynthesis dataset with 1.9M reactions from patents (1976-2016). Predict the reactants needed to synthesize the given product. (1) Given the product [CH2:1]([O:5][C:6]([C:8]1[N:9]=[C:10]([Cl:63])[C:11]2[C:16]([C:17]=1[OH:18])=[CH:15][C:14]([O:19][C:20]1[CH:29]=[CH:28][C:23]3[N:24]=[C:25]([CH3:27])[O:26][C:22]=3[CH:21]=1)=[CH:13][CH:12]=2)=[O:7])[CH2:2][CH2:3][CH3:4], predict the reactants needed to synthesize it. The reactants are: [CH2:1]([O:5][C:6]([C:8]1[N:9]=[C:10](O)[C:11]2[C:16]([C:17]=1[OH:18])=[CH:15][C:14]([O:19][C:20]1[CH:29]=[CH:28][C:23]3[N:24]=[C:25]([CH3:27])[O:26][C:22]=3[CH:21]=1)=[CH:13][CH:12]=2)=[O:7])[CH2:2][CH2:3][CH3:4].C(OC(C1N=C(O)C2C(C=1O)=CC=C(OC1C=CC3N=C(C)OC=3C=1)C=2)=O)CCC.P(Cl)(Cl)([Cl:63])=O.C(=O)(O)[O-].[Na+]. (2) Given the product [Cl:21][C:3]1[C:2]([Cl:1])=[C:7]([C:6]([C:10]2[CH:15]=[CH:14][CH:13]=[C:12]([O:16][CH3:17])[CH:11]=2)=[CH:5][N:4]=1)[C:8]#[N:9], predict the reactants needed to synthesize it. The reactants are: [Cl:1][C:2]1[CH:3]=[N+:4]([O-])[CH:5]=[C:6]([C:10]2[CH:15]=[CH:14][CH:13]=[C:12]([O:16][CH3:17])[CH:11]=2)[C:7]=1[C:8]#[N:9].P(Cl)(Cl)([Cl:21])=O. (3) Given the product [SH:15][C:16]1[N:6]([CH2:7][C:8]([O:10][CH2:11][CH3:12])=[O:9])[CH:5]=[CH:4][N:17]=1, predict the reactants needed to synthesize it. The reactants are: Cl.CO[CH:4](OC)[CH2:5][NH:6][CH2:7][C:8]([O:10][CH2:11][CH3:12])=[O:9].[S-:15][C:16]#[N:17].[K+].Cl. (4) Given the product [NH:20]1[CH:24]=[N:23][C:22]([C:25]2[CH:30]=[CH:29][C:28]([C:31]3[N:36]=[C:35]4[N:37]([CH2:41][CH2:42][N:43]5[CH2:47][CH2:46][CH2:45][C:44]5=[O:48])[C:38](=[O:40])[NH:39][C:34]4=[N:33][CH:32]=3)=[CH:27][CH:26]=2)=[N:21]1, predict the reactants needed to synthesize it. The reactants are: BrC1N=C2N(CCN3CCCC3=O)C(=O)NC2=NC=1.[NH:20]1[CH:24]=[N:23][C:22]([C:25]2[CH:30]=[CH:29][C:28]([C:31]3[N:36]=[C:35]4[N:37]([CH2:41][CH2:42][N:43]5[CH2:47][CH2:46][CH2:45][C:44]5=[O:48])[C:38](=[O:40])[NH:39][C:34]4=[N:33][CH:32]=3)=[CH:27][CH:26]=2)=[N:21]1.Cl.N1C(C2C=CC(B(O)O)=CC=2)=NC=N1.C(=O)([O-])[O-].[Na+].[Na+].